Dataset: Reaction yield outcomes from USPTO patents with 853,638 reactions. Task: Predict the reaction yield, written as a fraction of the theoretical maximum amount of product (1.0 means a 100% yield; for example, 0.34 means a 34% yield). (1) The reactants are C(O[C:4](=[N:6][C:7](=O)[C:8]1[CH:13]=[CH:12][CH:11]=[C:10]([Br:14])[CH:9]=1)[CH3:5])C.Cl.[NH:17]([C:19]1[CH:24]=[CH:23][C:22]([S:25]([NH2:28])(=[O:27])=[O:26])=[CH:21][CH:20]=1)[NH2:18].C(N(CC)CC)C.O. The catalyst is ClCCl.CO. The product is [Br:14][C:10]1[CH:9]=[C:8]([C:7]2[N:17]([C:19]3[CH:20]=[CH:21][C:22]([S:25]([NH2:28])(=[O:27])=[O:26])=[CH:23][CH:24]=3)[N:18]=[C:4]([CH3:5])[N:6]=2)[CH:13]=[CH:12][CH:11]=1. The yield is 0.660. (2) The reactants are [C:1]([O:5][C:6]([N:8]1[CH2:12][CH2:11][CH2:10][CH:9]1[C:13](=O)[NH:14][C:15]([C:20]1[CH:25]=[CH:24][C:23]([Br:26])=[CH:22][CH:21]=1)([C:17](=[O:19])[NH2:18])[CH3:16])=[O:7])([CH3:4])([CH3:3])[CH3:2].[OH-].[Na+]. The catalyst is C(O)C. The product is [C:1]([O:5][C:6]([N:8]1[CH2:12][CH2:11][CH2:10][CH:9]1[C:13]1[NH:14][C:15]([C:20]2[CH:25]=[CH:24][C:23]([Br:26])=[CH:22][CH:21]=2)([CH3:16])[C:17](=[O:19])[N:18]=1)=[O:7])([CH3:4])([CH3:3])[CH3:2]. The yield is 0.790. (3) The reactants are [C:1]([C:3]1[CH:4]=[C:5]([CH:10]=[CH:11][C:12]=1[O:13][CH:14]([CH3:16])[CH3:15])[C:6]([O:8]C)=[O:7])#[N:2].[OH-].[K+]. The catalyst is O1CCCC1. The product is [C:1]([C:3]1[CH:4]=[C:5]([CH:10]=[CH:11][C:12]=1[O:13][CH:14]([CH3:16])[CH3:15])[C:6]([OH:8])=[O:7])#[N:2]. The yield is 0.870. (4) The reactants are [Br:1][C:2]1[CH:3]=[C:4]2[C:11]3([C:15](=[O:16])[N:14]([CH3:17])[C:13](SC)=[N:12]3)[CH2:10][CH:9]([C:20]3[CH:25]=[CH:24][CH:23]=[C:22]([F:26])[CH:21]=3)[O:8][C:5]2=[CH:6][CH:7]=1.[NH4+:27].[I-]. The product is [NH2:27][C:13]1[N:14]([CH3:17])[C:15](=[O:16])[C:11]2([C:4]3[C:5](=[CH:6][CH:7]=[C:2]([Br:1])[CH:3]=3)[O:8][CH:9]([C:20]3[CH:25]=[CH:24][CH:23]=[C:22]([F:26])[CH:21]=3)[CH2:10]2)[N:12]=1. The catalyst is N.CCO. The yield is 0.500. (5) The reactants are [Cl:1][C:2]1[CH:3]=[CH:4][CH:5]=[C:6]2[C:11]=1[O:10][C:9](=[O:12])[CH:8]=[CH:7]2.CC(O[K])=O.[Br:18]Br.O. The catalyst is CC(O)=O. The product is [Br:18][C:8]1[C:9](=[O:12])[O:10][C:11]2[C:6]([CH:7]=1)=[CH:5][CH:4]=[CH:3][C:2]=2[Cl:1]. The yield is 0.450. (6) The yield is 1.00. The catalyst is C1COCC1. The reactants are [Cl:1][C:2]1[CH:3]=[C:4]([CH:8]=[C:9]([O:11][C:12]([F:15])([F:14])[F:13])[CH:10]=1)[C:5](O)=[O:6].B.C1COCC1. The product is [Cl:1][C:2]1[CH:3]=[C:4]([CH:8]=[C:9]([O:11][C:12]([F:13])([F:14])[F:15])[CH:10]=1)[CH2:5][OH:6]. (7) The reactants are [O:1]=[C:2]1[C:7]([CH2:8][C:9]2[CH:14]=[CH:13][C:12]([C:15]3[C:16]([C:21]#[N:22])=[CH:17][CH:18]=[CH:19][CH:20]=3)=[CH:11][CH:10]=2)=[C:6]([CH2:23][CH2:24][CH3:25])[N:5]2[N:26]=[CH:27][N:28]=[C:4]2[NH:3]1.Br[CH2:30][C:31]1[CH:36]=[CH:35][C:34]([F:37])=[CH:33][CH:32]=1.C(=O)([O-])[O-].[K+].[K+].CN(C)C=O. The catalyst is C(OCC)(=O)C. The product is [F:37][C:34]1[CH:35]=[CH:36][C:31]([CH2:30][N:3]2[C:2](=[O:1])[C:7]([CH2:8][C:9]3[CH:10]=[CH:11][C:12]([C:15]4[C:16]([C:21]#[N:22])=[CH:17][CH:18]=[CH:19][CH:20]=4)=[CH:13][CH:14]=3)=[C:6]([CH2:23][CH2:24][CH3:25])[N:5]3[N:26]=[CH:27][N:28]=[C:4]23)=[CH:32][CH:33]=1. The yield is 0.890. (8) The reactants are [CH3:1][C:2]1[CH:7]=[C:6]([CH3:8])[CH:5]=[C:4]([CH3:9])[C:3]=1[S:10]([OH:13])(=[O:12])=[O:11].[C:14]([O:18][C:19](=[O:39])[NH:20][CH2:21][CH2:22][N:23]1[CH2:30][CH:29]2[O:31][CH:25]([CH2:26][N:27](CC3C=CC=CC=3)[CH2:28]2)[CH2:24]1)([CH3:17])([CH3:16])[CH3:15].CC(C)CC(O)C.[H][H]. The catalyst is [Pd].CO. The product is [CH3:9][C:4]1[CH:5]=[C:6]([CH3:8])[CH:7]=[C:2]([CH3:1])[C:3]=1[S:10]([OH:13])(=[O:12])=[O:11].[C:14]([O:18][C:19](=[O:39])[NH:20][CH2:21][CH2:22][N:23]1[CH2:24][CH:25]2[O:31][CH:29]([CH2:28][NH:27][CH2:26]2)[CH2:30]1)([CH3:17])([CH3:15])[CH3:16]. The yield is 0.910. (9) The reactants are [CH3:1][S:2]([N:5]1[CH2:26][CH2:25][C:8]2([C:12](=[O:13])[N:11]([C:14]3[CH:19]=[CH:18][C:17]([O:20][C:21]([F:24])([F:23])[F:22])=[CH:16][CH:15]=3)[CH2:10][CH2:9]2)[CH2:7][CH2:6]1)(=[O:4])=[O:3].[Li]CCCC.[CH:32]1([CH:35]=[O:36])[CH2:34][CH2:33]1. The catalyst is C1COCC1. The product is [CH:32]1([CH:35]([OH:36])[CH2:1][S:2]([N:5]2[CH2:6][CH2:7][C:8]3([C:12](=[O:13])[N:11]([C:14]4[CH:15]=[CH:16][C:17]([O:20][C:21]([F:23])([F:22])[F:24])=[CH:18][CH:19]=4)[CH2:10][CH2:9]3)[CH2:25][CH2:26]2)(=[O:4])=[O:3])[CH2:34][CH2:33]1. The yield is 0.470. (10) The reactants are [Br:1][C:2]1[CH:7]=[CH:6][C:5]([Br:8])=[CH:4][C:3]=1I.[CH:10]1[C:19]2[C:14](=[CH:15][CH:16]=[CH:17][CH:18]=2)[CH:13]=[CH:12][C:11]=1B(O)O. The catalyst is C1C=CC([P]([Pd]([P](C2C=CC=CC=2)(C2C=CC=CC=2)C2C=CC=CC=2)([P](C2C=CC=CC=2)(C2C=CC=CC=2)C2C=CC=CC=2)[P](C2C=CC=CC=2)(C2C=CC=CC=2)C2C=CC=CC=2)(C2C=CC=CC=2)C2C=CC=CC=2)=CC=1. The product is [Br:1][C:2]1[CH:7]=[CH:6][C:5]([Br:8])=[CH:4][C:3]=1[C:12]1[CH:11]=[CH:10][C:19]2[C:14](=[CH:15][CH:16]=[CH:17][CH:18]=2)[CH:13]=1. The yield is 0.750.